Dataset: HIV replication inhibition screening data with 41,000+ compounds from the AIDS Antiviral Screen. Task: Binary Classification. Given a drug SMILES string, predict its activity (active/inactive) in a high-throughput screening assay against a specified biological target. (1) The compound is CC1CC(Nc2ccc(NC3=CC(=O)OC(C)C3)cc2)=CC(=O)O1. The result is 0 (inactive). (2) The drug is CCCNC(C#N)c1ccc(C(C#N)NCCC)cc1. The result is 0 (inactive). (3) The compound is Cn1nc(-c2ccccc2)c2c(C=Cc3ccccc3)onc2c1=O. The result is 0 (inactive). (4) The molecule is COc1c(C(=O)NCCN(CCNC(=O)c2cccc(-c3cccc(C(=O)N(C)C)c3OC)c2OC)CCNC(=O)c2cccc(-c3cccc(C(=O)N(C)C)c3OC)c2OC)cccc1-c1cccc(C(=O)N(C)C)c1OC. The result is 0 (inactive). (5) The molecule is CN1CN(c2ccccc2)C2(CCN(CCCC(=O)c3cccs3)CC2)C1=O. The result is 0 (inactive).